This data is from Full USPTO retrosynthesis dataset with 1.9M reactions from patents (1976-2016). The task is: Predict the reactants needed to synthesize the given product. (1) The reactants are: [CH3:1][C:2]1[CH:7]=[CH:6][C:5]([S:8](Cl)(=[O:10])=[O:9])=[CH:4][CH:3]=1.Cl.[NH:13]1[C:17]([C:18](=[O:20])[CH3:19])=[CH:16][CH:15]=[N:14]1. Given the product [CH3:1][C:2]1[CH:7]=[CH:6][C:5]([S:8]([N:14]2[CH:15]=[CH:16][C:17]([C:18](=[O:20])[CH3:19])=[N:13]2)(=[O:10])=[O:9])=[CH:4][CH:3]=1, predict the reactants needed to synthesize it. (2) Given the product [N:12]1([CH2:11][CH2:10][OH:9])[C@H:21]2[C@@H:16]([CH2:17][CH2:18][CH2:19][CH2:20]2)[NH:15][CH2:14][CH2:13]1, predict the reactants needed to synthesize it. The reactants are: [H-].[Al+3].[Li+].[H-].[H-].[H-].C([O:9][C:10](=O)[CH2:11][N:12]1[C@H:21]2[C@@H:16]([CH2:17][CH2:18][CH2:19][CH2:20]2)[NH:15][C:14](=O)[CH2:13]1)C.O.O.O.O.O.O.O.O.O.O.S([O-])([O-])(=O)=O.[Na+].[Na+]. (3) Given the product [CH3:42][O:41][C:39]1[CH:40]=[C:35]([CH2:34][CH2:33][C:23]2[NH:24][N:25]=[C:21]([NH:20][C:15](=[O:17])[C:14]3[CH:13]=[CH:12][C:11]([CH2:10][N:8]([CH3:7])[CH3:9])=[CH:19][CH:18]=3)[CH:22]=2)[CH:36]=[C:37]([O:43][CH3:44])[CH:38]=1, predict the reactants needed to synthesize it. The reactants are: C(Cl)(=O)C(Cl)=O.[CH3:7][N:8]([CH2:10][C:11]1[CH:19]=[CH:18][C:14]([C:15]([OH:17])=O)=[CH:13][CH:12]=1)[CH3:9].[NH2:20][C:21]1[N:25](C(OC(C)(C)C)=O)[N:24]=[C:23]([CH2:33][CH2:34][C:35]2[CH:40]=[C:39]([O:41][CH3:42])[CH:38]=[C:37]([O:43][CH3:44])[CH:36]=2)[CH:22]=1.N1C=CC=CC=1.C(O)(C(F)(F)F)=O. (4) Given the product [CH3:30][CH:15]1[N:16]([C:19]2[CH:24]=[CH:23][CH:22]=[C:21]([O:25][C:26]([F:29])([F:28])[F:27])[CH:20]=2)[CH2:17][CH2:18][N:13]([CH2:12][CH2:11][CH:10]=[O:32])[C:14]1=[O:31], predict the reactants needed to synthesize it. The reactants are: [H-].[Al+3].[Li+].[H-].[H-].[H-].CON(C)[C:10](=[O:32])[CH2:11][CH2:12][N:13]1[CH2:18][CH2:17][N:16]([C:19]2[CH:24]=[CH:23][CH:22]=[C:21]([O:25][C:26]([F:29])([F:28])[F:27])[CH:20]=2)[CH:15]([CH3:30])[C:14]1=[O:31].CC(C)=O.CC(O)=O. (5) The reactants are: [F:1][C:2]1[CH:7]=[CH:6][C:5]([C@@H:8]2[CH2:13][CH2:12][NH:11][CH2:10][C@H:9]2[CH2:14][OH:15])=[CH:4][CH:3]=1.O. Given the product [OH2:15].[F:1][C:2]1[CH:7]=[CH:6][C:5]([C@@H:8]2[CH2:13][CH2:12][NH:11][CH2:10][C@H:9]2[CH2:14][OH:15])=[CH:4][CH:3]=1, predict the reactants needed to synthesize it. (6) Given the product [CH2:1]([O:8][C:9]1[CH:14]=[CH:13][C:12]([CH:15]=[O:22])=[CH:11][C:10]=1[C:16]([CH3:19])([CH3:18])[CH3:17])[C:2]1[CH:3]=[CH:4][CH:5]=[CH:6][CH:7]=1, predict the reactants needed to synthesize it. The reactants are: [CH2:1]([O:8][C:9]1[CH:14]=[CH:13][C:12]([CH3:15])=[CH:11][C:10]=1[C:16]([CH3:19])([CH3:18])[CH3:17])[C:2]1[CH:7]=[CH:6][CH:5]=[CH:4][CH:3]=1.C(O)(=[O:22])C.